Dataset: Reaction yield outcomes from USPTO patents with 853,638 reactions. Task: Predict the reaction yield, written as a fraction of the theoretical maximum amount of product (1.0 means a 100% yield; for example, 0.34 means a 34% yield). (1) The reactants are [CH:1]1([NH:6][C:7]2[N:12]=[C:11]([C:13]3[C:14]([C:28]4[CH:33]=[CH:32][C:31]([F:34])=[CH:30][CH:29]=4)=[N:15][N:16]4[C:21]([CH3:22])=[C:20]([C:23]([O:25]CC)=[O:24])[CH:19]=[CH:18][C:17]=34)[CH:10]=[CH:9][N:8]=2)[CH2:5][CH2:4][CH2:3][CH2:2]1.[OH-].[Li+]. The catalyst is O1CCOCC1. The product is [CH:1]1([NH:6][C:7]2[N:12]=[C:11]([C:13]3[C:14]([C:28]4[CH:29]=[CH:30][C:31]([F:34])=[CH:32][CH:33]=4)=[N:15][N:16]4[C:21]([CH3:22])=[C:20]([C:23]([OH:25])=[O:24])[CH:19]=[CH:18][C:17]=34)[CH:10]=[CH:9][N:8]=2)[CH2:2][CH2:3][CH2:4][CH2:5]1. The yield is 0.820. (2) The reactants are Cl.CN(C)CCCN=C=NCC.ON1C2C=CC=CC=2N=N1.[CH3:23][O:24][C:25]1[CH:45]=[CH:44][C:28]([CH2:29][NH:30][C:31]2[CH:32]=[C:33]([CH3:43])[C:34]3[N:35]([C:37]([C:40](O)=[O:41])=[CH:38][N:39]=3)[N:36]=2)=[CH:27][CH:26]=1.[NH2:46][C:47]1[CH:48]=[C:49]([CH:55]=[CH:56][CH:57]=1)[C:50]([O:52][CH2:53][CH3:54])=[O:51]. The catalyst is CN(C=O)C. The product is [CH2:53]([O:52][C:50](=[O:51])[C:49]1[CH:55]=[CH:56][CH:57]=[C:47]([NH:46][C:40]([C:37]2[N:35]3[N:36]=[C:31]([NH:30][CH2:29][C:28]4[CH:44]=[CH:45][C:25]([O:24][CH3:23])=[CH:26][CH:27]=4)[CH:32]=[C:33]([CH3:43])[C:34]3=[N:39][CH:38]=2)=[O:41])[CH:48]=1)[CH3:54]. The yield is 0.530. (3) The reactants are C[O:2][C:3]([C:5]1[C:10]([Cl:11])=[C:9]([NH2:12])[N:8]=[C:7]([C:13]2[CH:18]=[CH:17][C:16]([Cl:19])=[CH:15][C:14]=2[F:20])[N:6]=1)=[O:4].[OH-].[Na+].Cl. The catalyst is CO. The product is [NH2:12][C:9]1[N:8]=[C:7]([C:13]2[CH:18]=[CH:17][C:16]([Cl:19])=[CH:15][C:14]=2[F:20])[N:6]=[C:5]([C:3]([OH:4])=[O:2])[C:10]=1[Cl:11]. The yield is 0.440. (4) The reactants are [O:1]=[C:2]1[NH:7][C:6]2[CH:8]=[C:9]([C:12]([O:14][CH2:15][CH3:16])=[O:13])[CH:10]=[CH:11][C:5]=2[O:4][CH2:3]1.[H-].[Na+].[C:19]([O:23][C:24](=[O:27])[CH2:25]Br)([CH3:22])([CH3:21])[CH3:20].FC(F)(F)C(O)=O. The catalyst is O1CCCC1.CC#N.O. The product is [CH3:20][C:19]([O:23][C:24](=[O:27])[CH2:25][N:7]1[C:6]2[CH:8]=[C:9]([C:12]([O:14][CH2:15][CH3:16])=[O:13])[CH:10]=[CH:11][C:5]=2[O:4][CH2:3][C:2]1=[O:1])([CH3:22])[CH3:21]. The yield is 0.960. (5) The reactants are [NH2:1][C:2]1[CH:7]=[CH:6][CH:5]=[CH:4][CH:3]=1.[N:8]#[C:9][NH2:10].[N+:11]([O-:14])([OH:13])=[O:12]. The catalyst is C(O)C. The product is [N+:11]([O-:14])([O-:13])=[O:12].[C:2]1([NH:1][C:9]([NH2:10])=[NH2+:8])[CH:7]=[CH:6][CH:5]=[CH:4][CH:3]=1. The yield is 0.320. (6) The reactants are [NH2:1][C:2]1[CH:7]=[CH:6][CH:5]=[CH:4][C:3]=1[NH:8][C:9]([C:11]1[S:15][C:14]([N:16]2[CH2:21][CH2:20][NH:19][CH2:18][CH2:17]2)=[N:13][CH:12]=1)=[O:10].[I-].[K+].[CH2:24](Br)[C:25]1[CH:30]=[CH:29][CH:28]=[CH:27][CH:26]=1.C(N(CC)CC)C. The catalyst is CN(C)C=O. The product is [NH2:1][C:2]1[CH:7]=[CH:6][CH:5]=[CH:4][C:3]=1[NH:8][C:9]([C:11]1[S:15][C:14]([N:16]2[CH2:17][CH2:18][N:19]([CH2:24][C:25]3[CH:30]=[CH:29][CH:28]=[CH:27][CH:26]=3)[CH2:20][CH2:21]2)=[N:13][CH:12]=1)=[O:10]. The yield is 0.490. (7) The reactants are [Cl:1][C:2]1[CH:3]=[C:4]([CH:7]=[CH:8][CH:9]=1)[CH2:5]Br.[C:10]1([S:20]([C:23]2[C:31]3[C:26](=[CH:27][CH:28]=[C:29]([O:32][CH2:33][CH2:34][O:35][S:36]([C:39]4[CH:44]=[CH:43][C:42]([CH3:45])=[CH:41][CH:40]=4)(=[O:38])=[O:37])[CH:30]=3)[NH:25][N:24]=2)(=[O:22])=[O:21])[C:19]2[C:14](=[CH:15][CH:16]=[CH:17][CH:18]=2)[CH:13]=[CH:12][CH:11]=1.C(=O)([O-])[O-].[Cs+].[Cs+].O. The catalyst is CC(C)=O. The product is [Cl:1][C:2]1[CH:3]=[C:4]([CH:7]=[CH:8][CH:9]=1)[CH2:5][N:25]1[C:26]2[C:31](=[CH:30][C:29]([O:32][CH2:33][CH2:34][O:35][S:36]([C:39]3[CH:44]=[CH:43][C:42]([CH3:45])=[CH:41][CH:40]=3)(=[O:38])=[O:37])=[CH:28][CH:27]=2)[C:23]([S:20]([C:10]2[C:19]3[C:14](=[CH:15][CH:16]=[CH:17][CH:18]=3)[CH:13]=[CH:12][CH:11]=2)(=[O:21])=[O:22])=[N:24]1. The yield is 0.636. (8) The reactants are [CH3:1][C:2]1[C:3]([NH:15][CH:16]2[C:20]3([CH2:24][CH2:23][CH2:22][CH2:21]3)[CH2:19][NH:18][CH2:17]2)=[N:4][C:5]([NH:8][C:9]2[CH:10]=[N:11][N:12]([CH3:14])[CH:13]=2)=[N:6][CH:7]=1.[C:25]([CH2:27][C:28](O)=[O:29])#[N:26].CCN(CC)CC.CN(C(ON1N=NC2C=CC=NC1=2)=[N+](C)C)C.F[P-](F)(F)(F)(F)F. The catalyst is C(Cl)Cl.CN(C=O)C. The product is [CH3:1][C:2]1[C:3]([NH:15][CH:16]2[C:20]3([CH2:24][CH2:23][CH2:22][CH2:21]3)[CH2:19][N:18]([C:28](=[O:29])[CH2:27][C:25]#[N:26])[CH2:17]2)=[N:4][C:5]([NH:8][C:9]2[CH:10]=[N:11][N:12]([CH3:14])[CH:13]=2)=[N:6][CH:7]=1. The yield is 0.700. (9) The reactants are [CH:1]1([O:7][CH2:8][C@H:9]2[CH2:14][C@H:13]([C:15]3[O:19][NH:18][C:17](=[O:20])[CH:16]=3)[CH2:12][CH2:11][N:10]2C(OC)=O)[CH2:6][CH2:5][CH2:4][CH2:3][CH2:2]1.C(O)(=O)C. The catalyst is Br. The product is [CH:1]1([O:7][CH2:8][C@H:9]2[CH2:14][C@H:13]([C:15]3[O:19][NH:18][C:17](=[O:20])[CH:16]=3)[CH2:12][CH2:11][NH:10]2)[CH2:6][CH2:5][CH2:4][CH2:3][CH2:2]1. The yield is 0.150. (10) The reactants are [NH2:1][C:2]1[C:3]([CH3:13])=[C:4]([CH:9]=[C:10]([Br:12])[CH:11]=1)[C:5]([O:7][CH3:8])=[O:6].O=[C:15]1[CH2:20][CH2:19][CH:18]([NH:21][C:22](=[O:28])[O:23][C:24]([CH3:27])([CH3:26])[CH3:25])[CH2:17][CH2:16]1.C(O)(=O)C.C([BH3-])#N.[Na+]. The catalyst is CO. The product is [Br:12][C:10]1[CH:11]=[C:2]([NH:1][CH:15]2[CH2:16][CH2:17][CH:18]([NH:21][C:22]([O:23][C:24]([CH3:27])([CH3:26])[CH3:25])=[O:28])[CH2:19][CH2:20]2)[C:3]([CH3:13])=[C:4]([CH:9]=1)[C:5]([O:7][CH3:8])=[O:6]. The yield is 0.333.